This data is from Reaction yield outcomes from USPTO patents with 853,638 reactions. The task is: Predict the reaction yield, written as a fraction of the theoretical maximum amount of product (1.0 means a 100% yield; for example, 0.34 means a 34% yield). (1) The product is [F:1][C:2]1[CH:13]=[CH:12][C:5]([CH2:6][O:7][CH2:8][C:9]([NH:17][CH2:16][CH2:14][OH:15])=[O:10])=[CH:4][CH:3]=1. The yield is 0.270. The reactants are [F:1][C:2]1[CH:13]=[CH:12][C:5]([CH2:6][O:7][CH2:8][C:9](Cl)=[O:10])=[CH:4][CH:3]=1.[CH2:14]([CH2:16][NH2:17])[OH:15].C(N(CC)CC)C.FC1C=CC(COCC(NCCC2CCN(CC3C=CC=CC=3)CC2)=O)=CC=1. The catalyst is C1COCC1. (2) The reactants are [CH3:1][C:2]([C:4]1[CH:5]=[CH:6][C:7]([OH:10])=[CH:8][CH:9]=1)=[O:3].C([O-])([O-])=O.[K+].[K+].[CH2:31](C(Br)CCOCCC(Br)[CH2:31][C:32]1[CH:37]=[CH:36][CH:35]=[CH:34][CH:33]=1)[C:32]1[CH:37]=[CH:36][CH:35]=[CH:34][CH:33]=1.[CH2:40]([OH:42])[CH3:41]. No catalyst specified. The product is [CH2:31]([O:42][CH2:40][CH2:41][O:10][C:7]1[CH:8]=[CH:9][C:4]([C:2](=[O:3])[CH3:1])=[CH:5][CH:6]=1)[C:32]1[CH:33]=[CH:34][CH:35]=[CH:36][CH:37]=1. The yield is 0.710. (3) The reactants are Br[CH2:2][C:3]([CH2:26][CH3:27])=[CH:4][CH2:5][C:6]1[C:14]([O:15]CC[Si](C)(C)C)=[C:13]2[C:9]([CH2:10][O:11][C:12]2=[O:22])=[C:8]([CH3:23])[C:7]=1[CH2:24][CH3:25].C[Si](Br)(C)C.C[O:34][P:35]([O:38]C)[O:36]C. The catalyst is CC#N. The product is [CH2:26]([C:3](=[CH:4][CH2:5][C:6]1[C:14]([OH:15])=[C:13]2[C:9](=[C:8]([CH3:23])[C:7]=1[CH2:24][CH3:25])[CH2:10][O:11][C:12]2=[O:22])[CH2:2][P:35](=[O:34])([OH:38])[OH:36])[CH3:27]. The yield is 0.630. (4) The reactants are [S:1]1[C:8]2[CH:7]=[CH:6][NH:5][C:4]=2[CH:3]=[C:2]1[C:9]([O:11]CC)=[O:10].[C:14]1(=O)[CH2:19][CH2:18][CH2:17][CH2:16][CH2:15]1.[O-]CC.[Na+].Cl. The catalyst is CCO. The product is [C:14]1([C:7]2[C:8]3[S:1][C:2]([C:9]([OH:11])=[O:10])=[CH:3][C:4]=3[NH:5][CH:6]=2)[CH2:19][CH2:18][CH2:17][CH2:16][CH:15]=1. The yield is 0.980. (5) The reactants are [OH:1][C:2]([CH3:35])([CH3:34])[CH2:3][C@@:4]1([C:28]2[CH:33]=[CH:32][CH:31]=[CH:30][CH:29]=2)[O:9][C:8](=[O:10])[N:7]([C@H:11]([C:13]2[CH:18]=[CH:17][C:16](B3OC(C)(C)C(C)(C)O3)=[CH:15][CH:14]=2)[CH3:12])[CH2:6][CH2:5]1.[CH3:36][NH:37][C:38]([C:40]1([C:43]2[CH:48]=[CH:47][CH:46]=[C:45](Br)[N:44]=2)[CH2:42][CH2:41]1)=[O:39]. No catalyst specified. The product is [CH3:36][NH:37][C:38]([C:40]1([C:43]2[CH:48]=[CH:47][CH:46]=[C:45]([C:16]3[CH:15]=[CH:14][C:13]([C@@H:11]([N:7]4[CH2:6][CH2:5][C@:4]([CH2:3][C:2]([OH:1])([CH3:34])[CH3:35])([C:28]5[CH:33]=[CH:32][CH:31]=[CH:30][CH:29]=5)[O:9][C:8]4=[O:10])[CH3:12])=[CH:18][CH:17]=3)[N:44]=2)[CH2:42][CH2:41]1)=[O:39]. The yield is 0.740. (6) The reactants are [CH3:1][N:2]([CH2:4][C:5]1[CH:6]=[C:7]([CH:22]=[C:23]([F:25])[CH:24]=1)[O:8][CH:9]1[CH2:14][CH2:13][N:12](C(OC(C)(C)C)=O)[CH2:11][CH2:10]1)[CH3:3].[ClH:26].O1CCOCC1. The catalyst is C(Cl)Cl. The product is [ClH:26].[ClH:26].[F:25][C:23]1[CH:24]=[C:5]([CH2:4][N:2]([CH3:3])[CH3:1])[CH:6]=[C:7]([O:8][CH:9]2[CH2:14][CH2:13][NH:12][CH2:11][CH2:10]2)[CH:22]=1. The yield is 0.870. (7) The reactants are Cl[C:2]1[C:7]([O:8][CH3:9])=[CH:6][C:5]([N+:10]([O-:12])=[O:11])=[CH:4][N:3]=1.[OH-].[NH4+:14].C(O)C. The catalyst is C(OCC)(=O)C. The product is [NH2:14][C:2]1[C:7]([O:8][CH3:9])=[CH:6][C:5]([N+:10]([O-:12])=[O:11])=[CH:4][N:3]=1. The yield is 0.690. (8) The reactants are [F-].C([N+](CCCC)(CCCC)CCCC)CCC.[F:19][C:20]1[CH:21]=[C:22]([CH:25]=[CH:26][C:27]=1[F:28])[CH:23]=[O:24].[F:29][C:30]([Si](C)(C)C)([F:32])[F:31].Cl. The catalyst is C1COCC1. The product is [F:19][C:20]1[CH:21]=[C:22]([CH:23]([OH:24])[C:30]([F:32])([F:31])[F:29])[CH:25]=[CH:26][C:27]=1[F:28]. The yield is 0.900.